This data is from Reaction yield outcomes from USPTO patents with 853,638 reactions. The task is: Predict the reaction yield, written as a fraction of the theoretical maximum amount of product (1.0 means a 100% yield; for example, 0.34 means a 34% yield). (1) The reactants are [C:1]([O:5][C:6]([NH:8][C@@H:9]([CH2:13][C:14]1[CH:19]=[CH:18][C:17]([N+:20]([O-:22])=[O:21])=[CH:16][CH:15]=1)[C:10]([OH:12])=O)=[O:7])([CH3:4])([CH3:3])[CH3:2].C(N(CC)CC)C.ClC(OCC(C)C)=O.[N+:38](=[CH2:40])=[N-:39]. The catalyst is C1COCC1.CCOCC. The product is [C:1]([O:5][C:6](=[O:7])[NH:8][CH:9]([CH2:13][C:14]1[CH:19]=[CH:18][C:17]([N+:20]([O-:22])=[O:21])=[CH:16][CH:15]=1)[C:10](=[O:12])[CH:40]=[N+:38]=[N-:39])([CH3:2])([CH3:3])[CH3:4]. The yield is 0.820. (2) The reactants are C(=O)([O-])[O-].[Ca+2].[C:6](Cl)(Cl)=[S:7].ClCCl.O.[NH2:14][C:15]1[CH:20]=[CH:19][C:18]([S:21]([N:24]([CH3:26])[CH3:25])(=[O:23])=[O:22])=[CH:17][CH:16]=1.Cl. No catalyst specified. The product is [N:14]([C:15]1[CH:20]=[CH:19][C:18]([S:21]([N:24]([CH3:26])[CH3:25])(=[O:23])=[O:22])=[CH:17][CH:16]=1)=[C:6]=[S:7]. The yield is 0.870.